From a dataset of Full USPTO retrosynthesis dataset with 1.9M reactions from patents (1976-2016). Predict the reactants needed to synthesize the given product. (1) Given the product [CH3:5][O:6][C:7]1[CH:8]=[CH:9][C:10]2[N:14]([CH3:3])[C:13](=[O:15])[N:12]([CH2:16][C@H:17]3[CH2:22][CH2:21][C@H:20]([C:23]([N:25]4[CH2:30][CH2:29][N:28]([C:31]5[N:32]=[CH:33][CH:34]=[CH:35][N:36]=5)[CH2:27][CH2:26]4)=[O:24])[CH2:19][CH2:18]3)[C:11]=2[CH:37]=1, predict the reactants needed to synthesize it. The reactants are: [H-].[Na+].[CH3:3]I.[CH3:5][O:6][C:7]1[CH:8]=[CH:9][C:10]2[NH:14][C:13](=[O:15])[N:12]([CH2:16][C@H:17]3[CH2:22][CH2:21][C@H:20]([C:23]([N:25]4[CH2:30][CH2:29][N:28]([C:31]5[N:36]=[CH:35][CH:34]=[CH:33][N:32]=5)[CH2:27][CH2:26]4)=[O:24])[CH2:19][CH2:18]3)[C:11]=2[CH:37]=1. (2) The reactants are: [Br:1]N1C(=O)CCC1=O.[Cl:9][C:10]1[CH:11]=[C:12]2[C:16](=[CH:17][CH:18]=1)[NH:15][C:14]([C:19]([O:21][CH2:22][CH3:23])=[O:20])=[CH:13]2. Given the product [Br:1][C:13]1[C:12]2[C:16](=[CH:17][CH:18]=[C:10]([Cl:9])[CH:11]=2)[NH:15][C:14]=1[C:19]([O:21][CH2:22][CH3:23])=[O:20], predict the reactants needed to synthesize it. (3) The reactants are: [CH3:1][O:2][C:3]1[CH:8]=[C:7]([O:9][CH3:10])[N:6]=[C:5]([NH:11][CH2:12][CH2:13][N:14]2[CH:18]=[C:17]([N+:19]([O-])=O)[CH:16]=[N:15]2)[N:4]=1. Given the product [NH2:19][C:17]1[CH:16]=[N:15][N:14]([CH2:13][CH2:12][NH:11][C:5]2[N:4]=[C:3]([O:2][CH3:1])[CH:8]=[C:7]([O:9][CH3:10])[N:6]=2)[CH:18]=1, predict the reactants needed to synthesize it. (4) Given the product [ClH:23].[ClH:24].[Cl:23][C:20]1[CH:21]=[CH:22][C:17]([CH2:16][C:11]2([CH2:14][NH2:15])[CH2:12][CH2:13][NH:8][CH2:9][CH2:10]2)=[CH:18][CH:19]=1, predict the reactants needed to synthesize it. The reactants are: C(OC([N:8]1[CH2:13][CH2:12][C:11]([CH2:16][C:17]2[CH:22]=[CH:21][C:20]([Cl:23])=[CH:19][CH:18]=2)([C:14]#[N:15])[CH2:10][CH2:9]1)=O)(C)(C)C.[ClH:24].